From a dataset of Human Reference Interactome with 51,813 positive PPI pairs across 8,248 proteins, plus equal number of experimentally-validated negative pairs. Binary Classification. Given two protein amino acid sequences, predict whether they physically interact or not. Protein 1 (ENSG00000104129) has sequence MAVTKELLQMDLYALLGIEEKAADKEVKKAYRQKALSCHPDKNPDNPRAAELFHQLSQALEVLTDAAARAAYDKVRKAKKQAAERTQKLDEKRKKVKLDLEARERQAQAQESEEEEESRSTRTLEQEIERLREEGSRQLEEQQRLIREQIRQERDQRLRGKAENTEGQGTPKLKLKWKCKKEDESKGGYSKDVLLRLLQKYGEVLNLVLSSKKPGTAVVEFATVKAAELAVQNEVGLVDNPLKISWLEGQPQDAVGRSHSGLSKGSVLSERDYESLVMMRMRQAAERQQLIARMQQEDQE.... Protein 2 (ENSG00000177143) has sequence MASGFKKPSAASTGQKRKVAPKPELTEDQKQEVREAFDLFDVDGSGTIDAKELKVAMRALGFEPRKEEMKKMISEVDREGTGKISFNDFLAVMTQKMSEKDTKEEILKAFRLFDDDETGKISFKNLKRVANELGENLTDEELQEMIDEADRDGDGEVNEEEFLRIMKKTSLY*. Result: 0 (the proteins do not interact).